Dataset: Reaction yield outcomes from USPTO patents with 853,638 reactions. Task: Predict the reaction yield, written as a fraction of the theoretical maximum amount of product (1.0 means a 100% yield; for example, 0.34 means a 34% yield). (1) The reactants are [I:1][C:2]1[C:6]([CH3:7])=[CH:5][S:4][C:3]=1[C:8]([O:10]C)=[O:9].[OH-].[Na+].CO.Cl. The catalyst is C1COCC1. The product is [I:1][C:2]1[C:6]([CH3:7])=[CH:5][S:4][C:3]=1[C:8]([OH:10])=[O:9]. The yield is 1.00. (2) The reactants are [CH2:1]([OH:8])[C:2]1[CH:7]=[CH:6][CH:5]=[CH:4][CH:3]=1.C[Si]([N-][Si](C)(C)C)(C)C.[Na+].Cl[C:20]1[N:25]=[CH:24][C:23]([C:26]([N:28]2[C:34]3[CH:35]=[CH:36][CH:37]=[CH:38][C:33]=3[CH2:32][N:31]3[C:39]([C:42]([NH:44][CH2:45][C:46]4[CH:47]=[N:48][CH:49]=[CH:50][CH:51]=4)=[O:43])=[CH:40][CH:41]=[C:30]3[CH2:29]2)=[O:27])=[CH:22][CH:21]=1. The catalyst is O1CCCC1. The product is [CH2:1]([O:8][C:20]1[N:25]=[CH:24][C:23]([C:26]([N:28]2[C:34]3[CH:35]=[CH:36][CH:37]=[CH:38][C:33]=3[CH2:32][N:31]3[C:39]([C:42]([NH:44][CH2:45][C:46]4[CH:47]=[N:48][CH:49]=[CH:50][CH:51]=4)=[O:43])=[CH:40][CH:41]=[C:30]3[CH2:29]2)=[O:27])=[CH:22][CH:21]=1)[C:2]1[CH:7]=[CH:6][CH:5]=[CH:4][CH:3]=1. The yield is 0.300. (3) The reactants are [Cl:1][C:2]1[CH:3]=[CH:4][C:5]2[O:9][C:8]([C:10]3[C:19]([N:20]4[C:29]5[C:24](=[CH:25][C:26]([F:30])=[CH:27][CH:28]=5)[CH2:23][CH2:22][CH2:21]4)=[N:18][C:17]4[C:12](=[CH:13][CH:14]=[C:15]([C:31]([O:33]C)=[O:32])[CH:16]=4)[N:11]=3)=[CH:7][C:6]=2[CH:35]=1.[OH-].[Na+]. The catalyst is CO.O. The product is [Cl:1][C:2]1[CH:3]=[CH:4][C:5]2[O:9][C:8]([C:10]3[C:19]([N:20]4[C:29]5[C:24](=[CH:25][C:26]([F:30])=[CH:27][CH:28]=5)[CH2:23][CH2:22][CH2:21]4)=[N:18][C:17]4[C:12](=[CH:13][CH:14]=[C:15]([C:31]([OH:33])=[O:32])[CH:16]=4)[N:11]=3)=[CH:7][C:6]=2[CH:35]=1. The yield is 0.730. (4) The reactants are [Br:1][C:2]1[CH:15]=[CH:14][C:13]2[C:12]([C:17]3[CH:26]=[CH:25][C:24]4[C:19](=[CH:20][CH:21]=[CH:22][CH:23]=4)[CH:18]=3)(O)[C:11]3[CH:10]=[C:9]4[C:27]5[C:32]([C:33]([CH3:35])([CH3:34])[C:8]4=[CH:7][C:6]=3[C:5]([C:37]3[CH:46]=[CH:45][C:44]4[C:39](=[CH:40][CH:41]=[CH:42][CH:43]=4)[CH:38]=3)(O)[C:4]=2[CH:3]=1)=[CH:31][CH:30]=[CH:29][CH:28]=5.[I-].[K+].[PH2]([O-])=O.[Na+]. The catalyst is C(O)(=O)C. The product is [Br:1][C:2]1[CH:15]=[CH:14][C:13]2[C:4](=[C:5]([C:37]3[CH:46]=[CH:45][C:44]4[C:39](=[CH:40][CH:41]=[CH:42][CH:43]=4)[CH:38]=3)[C:6]3[CH:7]=[C:8]4[C:33]([CH3:35])([CH3:34])[C:32]5[C:27](=[CH:28][CH:29]=[CH:30][CH:31]=5)[C:9]4=[CH:10][C:11]=3[C:12]=2[C:17]2[CH:26]=[CH:25][C:24]3[C:19](=[CH:20][CH:21]=[CH:22][CH:23]=3)[CH:18]=2)[CH:3]=1. The yield is 0.710. (5) The reactants are C1C=C(Cl)C=C(C(OO)=O)C=1.[Cl:12][C:13]1[CH:18]=[CH:17][CH:16]=[C:15]([Cl:19])[C:14]=1[N:20]1[CH:31]=[CH:30][C:23]2[N:24]=[C:25](SC)[N:26]=[CH:27][C:22]=2[C:21]1=[O:32].CCN(C(C)C)C(C)C.[NH2:42][C:43]1[CH:44]=[CH:45][C:46]([N:59]2[CH2:64][CH2:63][O:62][CH2:61][CH2:60]2)=[C:47]([CH:58]=1)[CH2:48][N:49]([CH3:57])[C:50](=[O:56])[O:51][C:52]([CH3:55])([CH3:54])[CH3:53]. The catalyst is C(Cl)Cl.C1(C)C=CC=CC=1.CN(C=O)C. The product is [Cl:12][C:13]1[CH:18]=[CH:17][CH:16]=[C:15]([Cl:19])[C:14]=1[N:20]1[CH:31]=[CH:30][C:23]2[N:24]=[C:25]([NH:42][C:43]3[CH:44]=[CH:45][C:46]([N:59]4[CH2:60][CH2:61][O:62][CH2:63][CH2:64]4)=[C:47]([CH:58]=3)[CH2:48][N:49]([CH3:57])[C:50](=[O:56])[O:51][C:52]([CH3:54])([CH3:55])[CH3:53])[N:26]=[CH:27][C:22]=2[C:21]1=[O:32]. The yield is 0.180.